This data is from Full USPTO retrosynthesis dataset with 1.9M reactions from patents (1976-2016). The task is: Predict the reactants needed to synthesize the given product. (1) Given the product [CH3:1][C:2]1[CH:7]=[C:6]([CH3:8])[NH:5][C:4](=[O:9])[C:3]=1[CH2:10][NH:11][C:12]([C:14]1[C:15]2[CH:28]=[N:27][N:26]([CH:29]([CH3:31])[CH3:30])[C:16]=2[N:17]=[C:18]([C:20]2[CH2:21][CH2:22][N:23]([C:44]([CH:42]3[CH2:43][N:40]([CH3:39])[CH2:41]3)=[O:45])[CH2:24][CH:25]=2)[CH:19]=1)=[O:13], predict the reactants needed to synthesize it. The reactants are: [CH3:1][C:2]1[CH:7]=[C:6]([CH3:8])[NH:5][C:4](=[O:9])[C:3]=1[CH2:10][NH:11][C:12]([C:14]1[C:15]2[CH:28]=[N:27][N:26]([CH:29]([CH3:31])[CH3:30])[C:16]=2[N:17]=[C:18]([C:20]2[CH2:21][CH2:22][NH:23][CH2:24][CH:25]=2)[CH:19]=1)=[O:13].CCN(CC)CC.[CH3:39][N:40]1[CH2:43][CH:42]([C:44](O)=[O:45])[CH2:41]1.C1CN([P+](ON2N=NC3C=CC=CC2=3)(N2CCCC2)N2CCCC2)CC1.F[P-](F)(F)(F)(F)F. (2) The reactants are: [CH3:1][C@@:2]1([C:12](O)=[O:13])[CH2:6][CH2:5][C@H:4]([C:7](O)=[O:8])[C:3]1([CH3:11])[CH3:10].[H-].[H-].[H-].[H-].[Li+].[Al+3].C1COCC1. Given the product [CH3:1][C@@:2]1([CH2:12][OH:13])[CH2:6][CH2:5][C@H:4]([CH2:7][OH:8])[C:3]1([CH3:10])[CH3:11], predict the reactants needed to synthesize it.